Dataset: Forward reaction prediction with 1.9M reactions from USPTO patents (1976-2016). Task: Predict the product of the given reaction. (1) Given the reactants [CH3:1][C:2]1[C:10]2[C:5](=[CH:6][CH:7]=[C:8]([N+:11]([O-])=O)[CH:9]=2)[NH:4][C:3]=1[C:14]([N:16]1[CH2:21][CH2:20][N:19]([CH3:22])[CH2:18][CH2:17]1)=[O:15].[ClH:23], predict the reaction product. The product is: [ClH:23].[NH2:11][C:8]1[CH:9]=[C:10]2[C:5](=[CH:6][CH:7]=1)[NH:4][C:3]([C:14]([N:16]1[CH2:21][CH2:20][N:19]([CH3:22])[CH2:18][CH2:17]1)=[O:15])=[C:2]2[CH3:1]. (2) Given the reactants [CH:1](=[O:9])[C:2]1[C:3](=[CH:5][CH:6]=[CH:7][CH:8]=1)[OH:4].C(=O)([O-])[O-].[K+].[K+].Cl[CH2:17][C:18]([CH3:20])=[CH2:19].Cl.[H][H], predict the reaction product. The product is: [CH2:17]([O:4][C:3]1[CH:5]=[CH:6][CH:7]=[CH:8][C:2]=1[CH:1]=[O:9])[CH:18]([CH3:20])[CH3:19]. (3) Given the reactants C(OC([N:8]1[CH2:13][CH2:12][N:11]([C:14]([C:16]2[C:25]3[C:20](=[CH:21][CH:22]=[C:23]([F:26])[CH:24]=3)[CH:19]=[C:18]([CH2:27][C:28]([O:30][CH3:31])=[O:29])[C:17]=2[CH3:32])=[O:15])[CH2:10][CH2:9]1)=O)(C)(C)C.[F:33][C:34]([F:39])([F:38])[C:35]([OH:37])=[O:36], predict the reaction product. The product is: [F:33][C:34]([F:39])([F:38])[C:35]([OH:37])=[O:36].[CH3:31][O:30][C:28](=[O:29])[CH2:27][C:18]1[C:17]([CH3:32])=[C:16]([C:14]([N:11]2[CH2:12][CH2:13][NH:8][CH2:9][CH2:10]2)=[O:15])[C:25]2[C:20](=[CH:21][CH:22]=[C:23]([F:26])[CH:24]=2)[CH:19]=1. (4) The product is: [CH3:22][O:21][C:16]1[C:17]([O:19][CH3:20])=[CH:18][C:13]2[N:12]([CH3:23])[C:11](=[O:24])[CH2:10][N:9]=[C:8]([C:4]3[CH:3]=[C:2]([C:41]4[CH:40]=[CH:39][CH:38]=[C:37]([C:35]#[N:36])[CH:42]=4)[CH:7]=[CH:6][CH:5]=3)[C:14]=2[CH:15]=1. Given the reactants Br[C:2]1[CH:3]=[C:4]([C:8]2[C:14]3[CH:15]=[C:16]([O:21][CH3:22])[C:17]([O:19][CH3:20])=[CH:18][C:13]=3[N:12]([CH3:23])[C:11](=[O:24])[CH2:10][N:9]=2)[CH:5]=[CH:6][CH:7]=1.ClC1C=C(B(O)O)C=CC=1.[C:35]([C:37]1[CH:38]=[C:39](B(O)O)[CH:40]=[CH:41][CH:42]=1)#[N:36], predict the reaction product. (5) Given the reactants COC(=O)[C:4]1C=C[C:7]([NH:10][C:11]([N:13]2[CH2:17][C@@H:16]([CH2:18][C:19]([CH3:22])([CH3:21])[CH3:20])[C@@:15]([C:25]3[CH:30]=[CH:29][C:28]([Cl:31])=[CH:27][C:26]=3[F:32])([C:23]#[N:24])[C@H:14]2[C:33]2[CH:38]=[CH:37][CH:36]=[C:35]([Cl:39])[C:34]=2[F:40])=[O:12])=[CH:6][C:5]=1OC.[Li+].[OH-:45].[CH2:46]1[CH2:50][O:49][CH2:48][CH2:47]1, predict the reaction product. The product is: [Cl:39][C:35]1[C:34]([F:40])=[C:33]([C@@H:14]2[C@:15]([C:25]3[CH:30]=[CH:29][C:28]([Cl:31])=[CH:27][C:26]=3[F:32])([C:23]#[N:24])[C@H:16]([CH2:18][C:19]([CH3:20])([CH3:22])[CH3:21])[CH2:17][N:13]2[C:11]([NH:10][CH2:7][CH:6]2[CH2:5][CH2:4][CH:47]([C:48]([OH:45])=[O:49])[CH2:46][CH2:50]2)=[O:12])[CH:38]=[CH:37][CH:36]=1. (6) Given the reactants C[O:2][C:3](=[O:39])[CH2:4][CH2:5][CH2:6][N:7]([C:9]1[CH:14]=[CH:13][C:12]([C:15]([N:17]2[C:26]3[C:21](=[CH:22][CH:23]=[CH:24][CH:25]=3)[C@H:20]([N:27]([C:35](=[O:37])[CH3:36])[C:28]3[CH:33]=[CH:32][C:31]([Cl:34])=[CH:30][CH:29]=3)[CH2:19][C@@H:18]2[CH3:38])=[O:16])=[CH:11][CH:10]=1)[CH3:8].C(O)C.[OH-].[Li+], predict the reaction product. The product is: [C:35]([N:27]([C:28]1[CH:29]=[CH:30][C:31]([Cl:34])=[CH:32][CH:33]=1)[C@H:20]1[C:21]2[C:26](=[CH:25][CH:24]=[CH:23][CH:22]=2)[N:17]([C:15]([C:12]2[CH:13]=[CH:14][C:9]([N:7]([CH3:8])[CH2:6][CH2:5][CH2:4][C:3]([OH:39])=[O:2])=[CH:10][CH:11]=2)=[O:16])[C@@H:18]([CH3:38])[CH2:19]1)(=[O:37])[CH3:36].